Dataset: Reaction yield outcomes from USPTO patents with 853,638 reactions. Task: Predict the reaction yield, written as a fraction of the theoretical maximum amount of product (1.0 means a 100% yield; for example, 0.34 means a 34% yield). (1) The reactants are [CH2:1]([O:19][C:20]1[CH:21]=[C:22]([CH:25]=[C:26]([O:47][CH2:48][CH2:49][CH2:50][CH2:51][CH2:52][CH2:53][CH2:54][CH2:55][CH2:56][CH2:57][CH2:58][CH2:59][CH2:60][CH2:61][CH2:62][CH2:63][CH2:64][CH3:65])[C:27]=1[O:28][CH2:29][CH2:30][CH2:31][CH2:32][CH2:33][CH2:34][CH2:35][CH2:36][CH2:37][CH2:38][CH2:39][CH2:40][CH2:41][CH2:42][CH2:43][CH2:44][CH2:45][CH3:46])[CH2:23]Cl)[CH2:2][CH2:3][CH2:4][CH2:5][CH2:6][CH2:7][CH2:8][CH2:9][CH2:10][CH2:11][CH2:12][CH2:13][CH2:14][CH2:15][CH2:16][CH2:17][CH3:18].[OH:66][C:67]1[CH:74]=[C:73]([O:75][CH3:76])[CH:72]=[CH:71][C:68]=1[CH:69]=[O:70].C(=O)([O-])[O-].[K+].[K+]. The catalyst is CN(C=O)C.C(Cl)(Cl)Cl. The product is [CH3:76][O:75][C:73]1[CH:72]=[CH:71][C:68]([CH:69]=[O:70])=[C:67]([O:66][CH2:23][C:22]2[CH:21]=[C:20]([O:19][CH2:1][CH2:2][CH2:3][CH2:4][CH2:5][CH2:6][CH2:7][CH2:8][CH2:9][CH2:10][CH2:11][CH2:12][CH2:13][CH2:14][CH2:15][CH2:16][CH2:17][CH3:18])[C:27]([O:28][CH2:29][CH2:30][CH2:31][CH2:32][CH2:33][CH2:34][CH2:35][CH2:36][CH2:37][CH2:38][CH2:39][CH2:40][CH2:41][CH2:42][CH2:43][CH2:44][CH2:45][CH3:46])=[C:26]([O:47][CH2:48][CH2:49][CH2:50][CH2:51][CH2:52][CH2:53][CH2:54][CH2:55][CH2:56][CH2:57][CH2:58][CH2:59][CH2:60][CH2:61][CH2:62][CH2:63][CH2:64][CH3:65])[CH:25]=2)[CH:74]=1. The yield is 0.980. (2) The reactants are [NH:1]1[CH2:6][CH2:5][CH2:4][C@@H:3]([NH:7][C:8](=[O:14])[O:9][C:10]([CH3:13])([CH3:12])[CH3:11])[CH2:2]1.[Cl:15][C:16]1[C:17](F)=[C:18]2[C:24]([NH:25][C:26]([CH:28]3[CH2:32][CH2:31][CH2:30][CH2:29]3)=[O:27])=[CH:23][NH:22][C:19]2=[N:20][CH:21]=1. The catalyst is C(O)(CC)C. The product is [Cl:15][C:16]1[C:17]([N:1]2[CH2:6][CH2:5][CH2:4][C@@H:3]([NH:7][C:8](=[O:14])[O:9][C:10]([CH3:11])([CH3:13])[CH3:12])[CH2:2]2)=[C:18]2[C:24]([NH:25][C:26]([CH:28]3[CH2:29][CH2:30][CH2:31][CH2:32]3)=[O:27])=[CH:23][NH:22][C:19]2=[N:20][CH:21]=1. The yield is 0.580. (3) The reactants are [F:1][C:2]1[CH:3]=[C:4]([NH:18][C:19]([NH:21][C:22](=[O:31])[CH2:23][C:24]2[CH:29]=[CH:28][C:27]([F:30])=[CH:26][CH:25]=2)=[O:20])[CH:5]=[CH:6][C:7]=1[O:8][C:9]1[CH:14]=[CH:13][N:12]=[CH:11][C:10]=1[N+:15]([O-])=O. The catalyst is CO.C1COCC1. The product is [NH2:15][C:10]1[CH:11]=[N:12][CH:13]=[CH:14][C:9]=1[O:8][C:7]1[CH:6]=[CH:5][C:4]([NH:18][C:19]([NH:21][C:22](=[O:31])[CH2:23][C:24]2[CH:29]=[CH:28][C:27]([F:30])=[CH:26][CH:25]=2)=[O:20])=[CH:3][C:2]=1[F:1]. The yield is 0.740. (4) The reactants are [P:1]([O-:18])([O:10][CH2:11][C:12]1[CH:17]=[CH:16][CH:15]=[CH:14][CH:13]=1)[O:2][CH2:3][C:4]1[CH:9]=[CH:8][CH:7]=[CH:6][CH:5]=1.C=O.N1C=CC=CC=1.[F:27][C:28]([F:41])([F:40])[S:29]([O:32]S(C(F)(F)F)(=O)=O)(=[O:31])=[O:30]. The catalyst is C1COCC1.CCCCCC.C(OCC)(=O)C. The product is [PH:1](=[O:18])([O:10][CH2:11][C:12]1[CH:17]=[CH:16][CH:15]=[CH:14][CH:13]=1)[O:2][CH2:3][C:4]1[CH:9]=[CH:8][CH:7]=[CH:6][CH:5]=1.[OH:32][S:29]([C:28]([F:41])([F:40])[F:27])(=[O:31])=[O:30]. The yield is 0.410.